This data is from Reaction yield outcomes from USPTO patents with 853,638 reactions. The task is: Predict the reaction yield, written as a fraction of the theoretical maximum amount of product (1.0 means a 100% yield; for example, 0.34 means a 34% yield). (1) The reactants are [C:1]([O:4][CH2:5][CH2:6][C:7]1[CH:12]=[CH:11][C:10]([C:13](=O)[C:14]2[CH:19]=[C:18]([Br:20])[CH:17]=[CH:16][C:15]=2[Cl:21])=[CH:9][CH:8]=1)(=[O:3])[CH3:2].B(F)(F)F.C(OCC)C.C([SiH](CC)CC)C. No catalyst specified. The product is [C:1]([O:4][CH2:5][CH2:6][C:7]1[CH:8]=[CH:9][C:10]([CH2:13][C:14]2[CH:19]=[C:18]([Br:20])[CH:17]=[CH:16][C:15]=2[Cl:21])=[CH:11][CH:12]=1)(=[O:3])[CH3:2]. The yield is 0.650. (2) The reactants are Br[C:2]1[N:7]=[C:6]2[N:8]([CH2:11][C:12]3[CH:13]=[C:14]4[C:19](=[CH:20][CH:21]=3)[N:18]=[CH:17][CH:16]=[CH:15]4)[N:9]=[N:10][C:5]2=[N:4][CH:3]=1.[NH:22]1[CH2:26][CH2:25][CH:24]([OH:27])[CH2:23]1.C(N(CC)CC)C. The catalyst is CC(O)C. The product is [N:18]1[C:19]2[C:14](=[CH:13][C:12]([CH2:11][N:8]3[C:6]4=[N:7][C:2]([N:22]5[CH2:26][CH2:25][CH:24]([OH:27])[CH2:23]5)=[CH:3][N:4]=[C:5]4[N:10]=[N:9]3)=[CH:21][CH:20]=2)[CH:15]=[CH:16][CH:17]=1. The yield is 0.990. (3) The reactants are [OH:1][C@H:2]1[CH2:6][CH2:5][N:4]([C:7]2[CH:19]=[CH:18][C:10]([C:11]([O:13][C:14]([CH3:17])([CH3:16])[CH3:15])=[O:12])=[CH:9][CH:8]=2)[CH2:3]1.O[C@@H]1CCNC1. No catalyst specified. The product is [OH:1][C@@H:2]1[CH2:6][CH2:5][N:4]([C:7]2[CH:19]=[CH:18][C:10]([C:11]([O:13][C:14]([CH3:15])([CH3:17])[CH3:16])=[O:12])=[CH:9][CH:8]=2)[CH2:3]1. The yield is 0.910. (4) The reactants are Cl.[CH3:2][O:3][C:4](=[O:11])[C@H:5]([C@H:7]([CH2:9][CH3:10])[CH3:8])[NH2:6].Cl[C:13]([O:15][C:16]1[CH:21]=[CH:20][C:19]([N+:22]([O-:24])=[O:23])=[CH:18][CH:17]=1)=[O:14].CN1CCOCC1. The catalyst is ClCCl. The product is [CH3:8][C@@H:7]([CH2:9][CH3:10])[C@H:5]([NH:6][C:13]([O:15][C:16]1[CH:17]=[CH:18][C:19]([N+:22]([O-:24])=[O:23])=[CH:20][CH:21]=1)=[O:14])[C:4]([O:3][CH3:2])=[O:11]. The yield is 0.980. (5) The reactants are [CH:1]1([C:5]([O:7]CC)=O)[CH2:4][CH2:3][CH2:2]1.[CH3:10][C:11]([CH3:13])=[O:12]. The catalyst is CCOCC. The product is [CH:1]1([C:5](=[O:7])[CH2:10][C:11](=[O:12])[CH3:13])[CH2:2][CH2:3][CH2:4]1. The yield is 0.760. (6) The reactants are Cl.Cl.Cl.[NH:4]([C:6]1[CH:11]=[C:10]([C:12]2[CH:17]=[CH:16][CH:15]=[CH:14][CH:13]=2)[N:9]=[C:8]([CH3:18])[N:7]=1)[NH2:5].C(N(C(C)C)CC)(C)C.[CH3:28][C:29]([C:31]1[CH:36]=[CH:35][C:34]([N:37]([CH3:39])[CH3:38])=[CH:33][CH:32]=1)=O. The catalyst is C(O)C. The product is [CH3:38][N:37]([CH3:39])[C:34]1[CH:35]=[CH:36][C:31]([C:29](=[N:5][NH:4][C:6]2[CH:11]=[C:10]([C:12]3[CH:17]=[CH:16][CH:15]=[CH:14][CH:13]=3)[N:9]=[C:8]([CH3:18])[N:7]=2)[CH3:28])=[CH:32][CH:33]=1. The yield is 0.180. (7) The reactants are [F:1][C:2]1([F:60])[CH2:7][CH2:6][CH:5]([C:8]2[C:17]3[CH:16]([O:18]CC4C=CC(OC)=CC=4)[CH2:15][C:14]([CH3:29])([CH3:28])[CH2:13][C:12]=3[N:11]=[C:10]([CH:30]3[CH2:35][CH2:34][N:33]([C:36]4[N:41]=[CH:40][C:39](N5CCOCC5)=[CH:38][N:37]=4)[CH2:32][CH2:31]3)[C:9]=2[CH:48]([F:59])[C:49]2[CH:54]=[CH:53][C:52]([C:55]([F:58])([F:57])[F:56])=[CH:51][CH:50]=2)[CH2:4][CH2:3]1.Cl.C(=O)([O-])[OH:63].[Na+].[OH-].[Na+]. The product is [F:1][C:2]1([F:60])[CH2:3][CH2:4][CH:5]([C:8]2[C:17]3[CH:16]([OH:18])[CH2:15][C:14]([CH3:28])([CH3:29])[CH2:13][C:12]=3[N:11]=[C:10]([CH:30]3[CH2:35][CH2:34][N:33]([C:36]4[N:41]=[CH:40][C:39]([OH:63])=[CH:38][N:37]=4)[CH2:32][CH2:31]3)[C:9]=2[CH:48]([F:59])[C:49]2[CH:54]=[CH:53][C:52]([C:55]([F:58])([F:57])[F:56])=[CH:51][CH:50]=2)[CH2:6][CH2:7]1. The yield is 0.780. The catalyst is O1CCOCC1.CO. (8) The reactants are [CH3:1][N:2]1[CH2:7][CH2:6][N:5]([CH2:8][CH2:9][O:10][C:11]2[CH:16]=[CH:15][N:14]3[C:17]([C:20]([O-])=[O:21])=[CH:18][N:19]=[C:13]3[CH:12]=2)[CH2:4][CH2:3]1.[Li+].ClC1C=C(Cl)C=C(Cl)C=1C(Cl)=O.[CH:36]([C:39]1[N:44]=[C:43]([CH2:45][N:46]2[C:54]3[CH:53]=[CH:52][CH:51]=[C:50]([NH2:55])[C:49]=3[CH:48]=[N:47]2)[CH:42]=[CH:41][CH:40]=1)([CH3:38])[CH3:37].[OH-].[Na+].[NH4+].[Cl-]. The catalyst is O.CN1C(=O)CCC1. The product is [CH:36]([C:39]1[N:44]=[C:43]([CH2:45][N:46]2[C:54]3[C:49](=[C:50]([NH:55][C:20]([C:17]4[N:14]5[CH:15]=[CH:16][C:11]([O:10][CH2:9][CH2:8][N:5]6[CH2:4][CH2:3][N:2]([CH3:1])[CH2:7][CH2:6]6)=[CH:12][C:13]5=[N:19][CH:18]=4)=[O:21])[CH:51]=[CH:52][CH:53]=3)[CH:48]=[N:47]2)[CH:42]=[CH:41][CH:40]=1)([CH3:38])[CH3:37]. The yield is 0.150.